From a dataset of Reaction yield outcomes from USPTO patents with 853,638 reactions. Predict the reaction yield, written as a fraction of the theoretical maximum amount of product (1.0 means a 100% yield; for example, 0.34 means a 34% yield). (1) The reactants are [CH:1]1([NH:6][C:7]2[C:8]3[N:9]([C:13]([C:24]4[CH:29]=[CH:28][N:27]=[C:26]([NH:30][CH:31]5[CH2:35][CH2:34][CH2:33][CH2:32]5)[N:25]=4)=[C:14]([C:16]4[CH:21]=[CH:20][CH:19]=[C:18]([O:22]C)[CH:17]=4)[N:15]=3)[CH:10]=[CH:11][CH:12]=2)[CH2:5][CH2:4][CH2:3][CH2:2]1.B(Br)(Br)Br. The catalyst is ClCCl. The product is [CH:1]1([NH:6][C:7]2[C:8]3[N:9]([C:13]([C:24]4[CH:29]=[CH:28][N:27]=[C:26]([NH:30][CH:31]5[CH2:35][CH2:34][CH2:33][CH2:32]5)[N:25]=4)=[C:14]([C:16]4[CH:17]=[C:18]([OH:22])[CH:19]=[CH:20][CH:21]=4)[N:15]=3)[CH:10]=[CH:11][CH:12]=2)[CH2:5][CH2:4][CH2:3][CH2:2]1. The yield is 0.730. (2) The reactants are [Cl:1][C:2]1[C:3]([I:9])=[CH:4][C:5](F)=[N:6][CH:7]=1.[O:10]1[CH2:15][CH2:14][N:13]([C:16]2[CH:22]=[CH:21][C:19]([NH2:20])=[CH:18][CH:17]=2)[CH2:12][CH2:11]1.Cl.O1CCOCC1. The catalyst is O. The product is [Cl:1][C:2]1[C:3]([I:9])=[CH:4][C:5]([NH:20][C:19]2[CH:18]=[CH:17][C:16]([N:13]3[CH2:14][CH2:15][O:10][CH2:11][CH2:12]3)=[CH:22][CH:21]=2)=[N:6][CH:7]=1. The yield is 0.160. (3) The reactants are [C:1]([OH:10])(=[O:9])[C@@H:2]([C@H:4]([C:6]([OH:8])=O)[OH:5])[OH:3].[C:11](Cl)(=[O:15])[CH:12]([CH3:14])[CH3:13]. The catalyst is C1(C)C=CC=CC=1.CCOCC.CCCCCC. The product is [O:10]=[C:1]1[C@H:2]([O:3][C:11](=[O:15])[CH:12]([CH3:14])[CH3:13])[C@@H:4]([O:5][C:11](=[O:15])[CH:12]([CH3:14])[CH3:13])[C:6](=[O:8])[O:9]1. The yield is 0.710. (4) The reactants are [CH3:1][O:2][C:3](=[O:12])[C:4]1[CH:9]=[CH:8][C:7](Br)=[C:6]([CH3:11])[CH:5]=1.[CH3:13][N:14](C=O)C. The catalyst is CCOC(C)=O.[C-]#N.[Zn+2].[C-]#N.[Pd].C1(P(C2C=CC=CC=2)C2C=CC=CC=2)C=CC=CC=1.C1(P(C2C=CC=CC=2)C2C=CC=CC=2)C=CC=CC=1.C1(P(C2C=CC=CC=2)C2C=CC=CC=2)C=CC=CC=1.C1(P(C2C=CC=CC=2)C2C=CC=CC=2)C=CC=CC=1. The product is [CH3:1][O:2][C:3](=[O:12])[C:4]1[CH:9]=[CH:8][C:7]([C:13]#[N:14])=[C:6]([CH3:11])[CH:5]=1. The yield is 0.398.